Dataset: CYP3A4 inhibition data for predicting drug metabolism from PubChem BioAssay. Task: Regression/Classification. Given a drug SMILES string, predict its absorption, distribution, metabolism, or excretion properties. Task type varies by dataset: regression for continuous measurements (e.g., permeability, clearance, half-life) or binary classification for categorical outcomes (e.g., BBB penetration, CYP inhibition). Dataset: cyp3a4_veith. (1) The compound is O=NN(Cc1ccc(Cl)cc1)[C@@H](C(=O)O)c1ccccc1. The result is 0 (non-inhibitor). (2) The compound is CCOc1ccc(-c2c[n+](=O)c3c(n2[O-])CCCC3)c(OCC)c1. The result is 0 (non-inhibitor). (3) The molecule is Cc1ccc(-c2ccc(/C=N\NC(=O)c3cc4c(ccc5ccccc54)o3)o2)cc1[N+](=O)[O-]. The result is 0 (non-inhibitor). (4) The compound is O=C(O)Cc1cccc2c(=O)cc(-c3ccccc3)oc12. The result is 0 (non-inhibitor). (5) The molecule is CC(C)=C1C(=O)C(c2ccccc2)=C2CN3C(=O)N(CCc4ccccc4)C(=O)[C@]3(C)[C@H]21. The result is 1 (inhibitor). (6) The molecule is Nc1ncnc2c1ncn2[C@@H]1O[C@@H](COP(=O)(O)CP(=O)(O)OP(=O)([O-])[O-])[C@H](O)[C@@H]1O.[Li+].[Li+]. The result is 0 (non-inhibitor). (7) The result is 0 (non-inhibitor). The molecule is COC(=O)[C@@H]1O[C@@H](c2c(OC)c(OC)c(C)c(OC)c2OC)[C@H](C)[C@@H](O)[C@@H]1C. (8) The molecule is N=C(N)SCCc1ccccn1. The result is 0 (non-inhibitor). (9) The drug is N[C@H](C(=O)O)c1cc(O)cc(O)c1. The result is 1 (inhibitor). (10) The molecule is CC(C)Cn1c(=O)n(C)c(=O)c2[nH]cnc21. The result is 1 (inhibitor).